The task is: Predict the reactants needed to synthesize the given product.. This data is from Full USPTO retrosynthesis dataset with 1.9M reactions from patents (1976-2016). Given the product [N+:1]([C:4]1[CH:5]=[CH:6][C:7]([C:8]([O:10][C@H:11]2[C:15]3[N:16]=[CH:17][N:18]=[C:19]([N:20]4[C:40]5[C:35](=[C:36]([CH2:42][NH:43][CH:44]([CH3:46])[CH3:45])[C:37]([Cl:41])=[CH:38][CH:39]=5)[C:22]5([CH2:23][CH2:24][NH:25][CH2:26][CH2:27]5)[CH2:21]4)[C:14]=3[C@H:13]([CH3:47])[CH2:12]2)=[O:9])=[CH:48][CH:49]=1)([O-:3])=[O:2], predict the reactants needed to synthesize it. The reactants are: [N+:1]([C:4]1[CH:49]=[CH:48][C:7]([C:8]([O:10][C@H:11]2[C:15]3[N:16]=[CH:17][N:18]=[C:19]([N:20]4[C:40]5[C:35](=[C:36]([CH2:42][NH:43][CH:44]([CH3:46])[CH3:45])[C:37]([Cl:41])=[CH:38][CH:39]=5)[C:22]5([CH2:27][CH2:26][N:25](CC6C=CC=CC=6)[CH2:24][CH2:23]5)[CH2:21]4)[C:14]=3[C@H:13]([CH3:47])[CH2:12]2)=[O:9])=[CH:6][CH:5]=1)([O-:3])=[O:2].C(Cl)(=O)OC(Cl)C.